This data is from Full USPTO retrosynthesis dataset with 1.9M reactions from patents (1976-2016). The task is: Predict the reactants needed to synthesize the given product. (1) Given the product [CH2:32]([NH:31][C:30]([C:26]1[S:27][CH:28]=[CH:29][C:25]=1[O:24][CH:8]1[CH:9]([OH:20])[CH:10]([OH:16])[CH:11]([OH:12])[CH:6]([CH2:5][OH:4])[O:7]1)=[O:39])[C:33]1[CH:34]=[CH:35][CH:36]=[CH:37][CH:38]=1, predict the reactants needed to synthesize it. The reactants are: C([O:4][CH2:5][CH:6]1[CH:11]([O:12]C(=O)C)[CH:10]([O:16]C(=O)C)[CH:9]([O:20]C(=O)C)[CH:8]([O:24][C:25]2[CH:29]=[CH:28][S:27][C:26]=2[C:30](=[O:39])[NH:31][CH2:32][C:33]2[CH:38]=[CH:37][CH:36]=[CH:35][CH:34]=2)[O:7]1)(=O)C.C[O-].[Na+].Cl. (2) Given the product [ClH:24].[CH2:1]([NH:3][C@@H:11]1[CH2:15][CH2:14][N:13]([C:16](=[O:20])[CH:17]([CH3:19])[CH3:18])[CH2:12]1)[CH3:2], predict the reactants needed to synthesize it. The reactants are: [CH2:1]([N:3]([C@@H:11]1[CH2:15][CH2:14][N:13]([C:16](=[O:20])[CH:17]([CH3:19])[CH3:18])[CH2:12]1)C(=O)OC(C)(C)C)[CH3:2].C([Cl:24])(=O)C. (3) Given the product [N:51]1([CH2:2][C:3]2[CH:8]=[CH:7][N:6]3[C:9]([C:12]4[CH:13]=[C:14]([C:18]5[C:19]([C:24]#[N:25])=[CH:20][CH:21]=[CH:22][CH:23]=5)[CH:15]=[CH:16][CH:17]=4)=[CH:10][N:11]=[C:5]3[N:4]=2)[CH:55]=[N:54][CH:53]=[N:52]1, predict the reactants needed to synthesize it. The reactants are: O[CH2:2][C:3]1[CH:8]=[CH:7][N:6]2[C:9]([C:12]3[CH:13]=[C:14]([C:18]4[C:19]([C:24]#[N:25])=[CH:20][CH:21]=[CH:22][CH:23]=4)[CH:15]=[CH:16][CH:17]=3)=[CH:10][N:11]=[C:5]2[N:4]=1.C(Br)(Br)(Br)Br.C1(P(C2C=CC=CC=2)C2C=CC=CC=2)C=CC=CC=1.[Na].[NH:51]1[CH:55]=[N:54][CH:53]=[N:52]1. (4) Given the product [CH3:11][Si:10]([C:13]#[C:14][C:15]1[CH:20]=[CH:19][CH:18]=[CH:17][C:16]=1[CH:21]([CH3:2])[C:22]([O:24][CH3:25])=[O:23])([CH3:12])[CH3:9], predict the reactants needed to synthesize it. The reactants are: [Li+].[CH3:2]C([N-]C(C)C)C.[CH3:9][Si:10]([C:13]#[C:14][C:15]1[CH:20]=[CH:19][CH:18]=[CH:17][C:16]=1[CH2:21][C:22]([O:24][CH3:25])=[O:23])([CH3:12])[CH3:11].CI. (5) Given the product [C:32]([O:10][C@H:9]1[C@H:8]([O:11][C:12]([CH3:15])([CH3:14])[CH3:13])[C@H:7]2[CH2:16][O:17][C@@:5]([SiH:18]([C:19]3[CH:20]=[CH:21][CH:22]=[CH:23][CH:24]=3)[C:25]3[CH:30]=[CH:29][CH:28]=[CH:27][CH:26]=3)([O:6]2)[C@@H:4]1[N:1]=[N+:2]=[N-:3])(=[O:33])[CH3:31], predict the reactants needed to synthesize it. The reactants are: [N:1]([C@@H:4]1[C@@H:9]([OH:10])[C@H:8]([O:11][C:12]([CH3:15])([CH3:14])[CH3:13])[C@H:7]2[CH2:16][O:17][C@@:5]1([SiH:18]([C:25]1[CH:30]=[CH:29][CH:28]=[CH:27][CH:26]=1)[C:19]1[CH:24]=[CH:23][CH:22]=[CH:21][CH:20]=1)[O:6]2)=[N+:2]=[N-:3].[CH3:31][C:32](OC(C)=O)=[O:33].N1C=CC=CC=1. (6) Given the product [C:16]([Si:20]([CH3:27])([CH3:26])[O:21][CH2:22][C@@H:23]([OH:24])[CH2:25][N:3]1[CH:4]=[C:5]([N+:7]([O-:9])=[O:8])[N:6]=[C:2]1[Cl:1])([CH3:17])([CH3:19])[CH3:18], predict the reactants needed to synthesize it. The reactants are: [Cl:1][C:2]1[NH:3][CH:4]=[C:5]([N+:7]([O-:9])=[O:8])[N:6]=1.C([O-])([O-])=O.[K+].[K+].[C:16]([Si:20]([CH3:27])([CH3:26])[O:21][CH2:22][C@@H:23]1[CH2:25][O:24]1)([CH3:19])([CH3:18])[CH3:17]. (7) Given the product [CH:22]([C@@:23]([OH:29])([CH2:4][C:3]1[CH:7]=[CH:8][CH:9]=[CH:10][C:2]=1[F:1])[C:24]([OH:26])=[O:25])([CH3:30])[CH3:21], predict the reactants needed to synthesize it. The reactants are: [F:1][C:2]1[CH:10]=[CH:9][CH:8]=[CH:7][C:3]=1[CH2:4][Mg]Br.FC1C=CC=CC=1CBr.[Mg].[CH3:21][CH:22]([CH3:30])[C:23](=[O:29])[C:24]([O:26]CC)=[O:25].[NH4+].[Cl-]. (8) Given the product [CH2:21]([O:20][C:18]([NH:1][CH2:2][C:3]1[CH:4]=[CH:5][C:6]([C:7]([OH:9])=[O:8])=[CH:10][CH:11]=1)=[O:19])[C:22]1[CH:27]=[CH:26][CH:25]=[CH:24][CH:23]=1, predict the reactants needed to synthesize it. The reactants are: [NH2:1][CH2:2][C:3]1[CH:11]=[CH:10][C:6]([C:7]([OH:9])=[O:8])=[CH:5][CH:4]=1.C(=O)([O-])O.[Na+].Cl[C:18]([O:20][CH2:21][C:22]1[CH:27]=[CH:26][CH:25]=[CH:24][CH:23]=1)=[O:19].CO.